From a dataset of Forward reaction prediction with 1.9M reactions from USPTO patents (1976-2016). Predict the product of the given reaction. (1) Given the reactants [C:1]([O:5][C:6]([N:8]1[CH2:13][CH2:12][C:11]([CH2:18][S:19][C:20]2[CH:25]=[CH:24][C:23]([O:26][CH2:27][C:28]#[C:29][CH3:30])=[CH:22][CH:21]=2)([C:14]([NH:16][OH:17])=[O:15])[CH2:10][CH2:9]1)=[O:7])([CH3:4])([CH3:3])[CH3:2].[OH:31]O, predict the reaction product. The product is: [C:1]([O:5][C:6]([N:8]1[CH2:13][CH2:12][C:11]([CH2:18][S:19]([C:20]2[CH:25]=[CH:24][C:23]([O:26][CH2:27][C:28]#[C:29][CH3:30])=[CH:22][CH:21]=2)=[O:31])([C:14]([NH:16][OH:17])=[O:15])[CH2:10][CH2:9]1)=[O:7])([CH3:4])([CH3:3])[CH3:2]. (2) The product is: [Br:12][CH2:13][CH2:14][CH2:15][CH2:16][CH2:17][CH2:18][CH2:19][CH2:20][CH2:21][CH2:22][CH2:23][CH2:24][O:8][C:5]1[CH:6]=[CH:7][C:2]([NH2:1])=[C:3]([N+:9]([O-:11])=[O:10])[CH:4]=1. Given the reactants [NH2:1][C:2]1[CH:7]=[CH:6][C:5]([OH:8])=[CH:4][C:3]=1[N+:9]([O-:11])=[O:10].[Br:12][CH2:13][CH2:14][CH2:15][CH2:16][CH2:17][CH2:18][CH2:19][CH2:20][CH2:21][CH2:22][CH2:23][CH2:24]Br.C(=O)([O-])[O-].[K+].[K+], predict the reaction product.